Task: Predict the product of the given reaction.. Dataset: Forward reaction prediction with 1.9M reactions from USPTO patents (1976-2016) (1) Given the reactants Cl[C:2]1[CH:7]=[C:6]([CH3:8])[CH:5]=[CH:4][C:3]=1[N+:9]([O-])=O.[NH:12]1[CH2:16][CH2:15][CH2:14][C:13]1=O.CNCCN, predict the reaction product. The product is: [CH3:8][C:6]1[CH:5]=[CH:4][C:3]2[N:9]=[C:13]3[CH2:14][CH2:15][CH2:16][N:12]3[C:2]=2[CH:7]=1. (2) The product is: [CH3:1][O:2][C:3]1[C:11]2[O:10][C:9]([C:12]([F:14])([F:15])[F:13])=[CH:8][C:7]=2[C:6]([C:16](=[O:23])[C:17]([CH3:27])([CH3:22])[C:18]([O:20][CH3:21])=[O:19])=[CH:5][CH:4]=1. Given the reactants [CH3:1][O:2][C:3]1[C:11]2[O:10][C:9]([C:12]([F:15])([F:14])[F:13])=[CH:8][C:7]=2[C:6]([C:16](=[O:23])[CH:17]([CH3:22])[C:18]([O:20][CH3:21])=[O:19])=[CH:5][CH:4]=1.[H-].[Na+].I[CH3:27].[Cl-].[NH4+], predict the reaction product. (3) Given the reactants [CH3:1][C@H:2]1[C@@H:7]2[CH2:8][CH2:9][C:10]3[CH:11]=[N:12][C:13]([C:16]4[CH:21]=[N:20][CH:19]=[CH:18][N:17]=4)=[N:14][C:15]=3[C@@:6]2([C:22]2[CH:27]=[CH:26][CH:25]=[CH:24][CH:23]=2)[CH2:5][CH:4]([C:28]#[N:29])[C:3]1=[O:30].BrN1C(C)(C)C(=O)N(Br)C1=O.N1C=CC=CC=1, predict the reaction product. The product is: [CH3:1][C@H:2]1[C@@H:7]2[CH2:8][CH2:9][C:10]3[CH:11]=[N:12][C:13]([C:16]4[CH:21]=[N:20][CH:19]=[CH:18][N:17]=4)=[N:14][C:15]=3[C@@:6]2([C:22]2[CH:27]=[CH:26][CH:25]=[CH:24][CH:23]=2)[CH:5]=[C:4]([C:28]#[N:29])[C:3]1=[O:30]. (4) Given the reactants [NH2:1][C:2]1[N:6]([C:7]2[CH:8]=[C:9]([OH:13])[CH:10]=[CH:11][CH:12]=2)[N:5]=[C:4]([C:14]([CH3:35])([CH3:34])[CH2:15][O:16][Si:17]([C:30]([CH3:33])([CH3:32])[CH3:31])([C:24]2[CH:29]=[CH:28][CH:27]=[CH:26][CH:25]=2)[C:18]2[CH:23]=[CH:22][CH:21]=[CH:20][CH:19]=2)[CH:3]=1.C1(P(C2C=CC=CC=2)C2C=CC=CC=2)C=CC=CC=1.[O:55]1[CH2:60][CH2:59][CH2:58][CH2:57][CH:56]1[O:61][CH2:62][CH2:63]O.CC(OC(/N=N/C(OC(C)C)=O)=O)C, predict the reaction product. The product is: [C:30]([Si:17]([C:18]1[CH:23]=[CH:22][CH:21]=[CH:20][CH:19]=1)([C:24]1[CH:29]=[CH:28][CH:27]=[CH:26][CH:25]=1)[O:16][CH2:15][C:14]([C:4]1[CH:3]=[C:2]([NH2:1])[N:6]([C:7]2[CH:12]=[CH:11][CH:10]=[C:9]([O:13][CH2:63][CH2:62][O:61][CH:56]3[CH2:57][CH2:58][CH2:59][CH2:60][O:55]3)[CH:8]=2)[N:5]=1)([CH3:35])[CH3:34])([CH3:33])([CH3:32])[CH3:31].